Task: Predict which catalyst facilitates the given reaction.. Dataset: Catalyst prediction with 721,799 reactions and 888 catalyst types from USPTO (1) Reactant: C[O:2][C:3]([C@@H:5]([NH:21][C:22](=[O:28])[O:23][C:24]([CH3:27])([CH3:26])[CH3:25])[CH2:6][CH:7]1[CH2:12][CH2:11][CH:10]([O:13][Si:14]([C:17]([CH3:20])([CH3:19])[CH3:18])([CH3:16])[CH3:15])[CH2:9][CH2:8]1)=O.[BH4-].[Na+]. Product: [C:24]([O:23][C:22]([NH:21][C@@H:5]([CH2:6][CH:7]1[CH2:8][CH2:9][CH:10]([O:13][Si:14]([C:17]([CH3:20])([CH3:19])[CH3:18])([CH3:15])[CH3:16])[CH2:11][CH2:12]1)[CH2:3][OH:2])=[O:28])([CH3:26])([CH3:25])[CH3:27]. The catalyst class is: 14. (2) Reactant: [Br:1][C:2]1[CH:22]=[CH:21][C:5]2[N:6]([C:17]([CH3:20])([CH3:19])[CH3:18])[C:7]([C:9]3[CH:16]=[CH:15][CH:14]=[CH:13][C:10]=3[C:11]#[N:12])=[N:8][C:4]=2[CH:3]=1.[NH2:23][OH:24]. Product: [Br:1][C:2]1[CH:22]=[CH:21][C:5]2[N:6]([C:17]([CH3:18])([CH3:19])[CH3:20])[C:7]([C:9]3[CH:16]=[CH:15][CH:14]=[CH:13][C:10]=3[C:11]([NH:23][OH:24])=[NH:12])=[N:8][C:4]=2[CH:3]=1. The catalyst class is: 14.